From a dataset of Reaction yield outcomes from USPTO patents with 853,638 reactions. Predict the reaction yield, written as a fraction of the theoretical maximum amount of product (1.0 means a 100% yield; for example, 0.34 means a 34% yield). The catalyst is CN(C=O)C.C(O)C.O.CC([O-])=O.CC([O-])=O.[Pd+2]. The product is [NH2:1][C:2]1[N:7]=[CH:6][N:5]=[C:4]2[N:8]([CH2:12][C:13]3[N:14]([C:25]4[CH:30]=[CH:29][CH:28]=[CH:27][C:26]=4[CH3:31])[C:15](=[O:24])[C:16]4[C:17]([CH3:23])=[CH:18][CH:19]=[N:20][C:21]=4[CH:22]=3)[N:9]=[C:10]([C:37]3[CH:36]=[CH:35][CH:34]=[C:33]([OH:32])[CH:38]=3)[C:3]=12. The reactants are [NH2:1][C:2]1[N:7]=[CH:6][N:5]=[C:4]2[N:8]([CH2:12][C:13]3[N:14]([C:25]4[CH:30]=[CH:29][CH:28]=[CH:27][C:26]=4[CH3:31])[C:15](=[O:24])[C:16]4[C:17]([CH3:23])=[CH:18][CH:19]=[N:20][C:21]=4[CH:22]=3)[N:9]=[C:10](I)[C:3]=12.[OH:32][C:33]1[CH:34]=[C:35](B(O)O)[CH:36]=[CH:37][CH:38]=1.C1C=CC(P(C2C=CC=CC=2)C2C=CC=CC=2)=CC=1.C([O-])([O-])=O.[Na+].[Na+]. The yield is 0.690.